Dataset: Reaction yield outcomes from USPTO patents with 853,638 reactions. Task: Predict the reaction yield, written as a fraction of the theoretical maximum amount of product (1.0 means a 100% yield; for example, 0.34 means a 34% yield). (1) The reactants are [NH2:1][C:2]1[O:6][N:5]=[C:4]([C:7]2[CH:33]=[CH:32][C:10]([CH2:11][N:12]([CH2:24][C:25]([O:27][C:28]([CH3:31])([CH3:30])[CH3:29])=[O:26])[C:13](=[O:23])[C:14]3[CH:19]=[CH:18][C:17]([N+:20]([O-:22])=[O:21])=[CH:16][CH:15]=3)=[CH:9][CH:8]=2)[N:3]=1.CC(C)([O-])C.[K+].[CH3:40][C:41]1[CH:46]=[CH:45][C:44]([S:47](Cl)(=[O:49])=[O:48])=[CH:43][CH:42]=1. The catalyst is C1COCC1. The product is [CH3:40][C:41]1[CH:46]=[CH:45][C:44]([S:47]([NH:1][C:2]2[O:6][N:5]=[C:4]([C:7]3[CH:8]=[CH:9][C:10]([CH2:11][N:12]([CH2:24][C:25]([O:27][C:28]([CH3:29])([CH3:30])[CH3:31])=[O:26])[C:13](=[O:23])[C:14]4[CH:15]=[CH:16][C:17]([N+:20]([O-:22])=[O:21])=[CH:18][CH:19]=4)=[CH:32][CH:33]=3)[N:3]=2)(=[O:49])=[O:48])=[CH:43][CH:42]=1. The yield is 0.100. (2) The reactants are Br[C:2]1[CH:3]=[C:4]2[C:9](=[CH:10][CH:11]=1)[NH:8][C:7](=[O:12])[CH2:6][CH2:5]2.C([Li])CCC.CCCCCCC.CN([CH:28]=[O:29])C. The catalyst is CC(O)=O.C1COCC1. The product is [CH:28]([C:3]1[CH:2]=[CH:11][CH:10]=[C:9]2[C:4]=1[CH2:5][CH2:6][C:7](=[O:12])[NH:8]2)=[O:29]. The yield is 0.140. (3) The reactants are [NH2:1][CH:2]([C:6]1[CH:11]=[CH:10][C:9]([F:12])=[C:8]([F:13])[CH:7]=1)[CH:3]([OH:5])[CH3:4].[C:14](O[C:14]([O:16][C:17]([CH3:20])([CH3:19])[CH3:18])=[O:15])([O:16][C:17]([CH3:20])([CH3:19])[CH3:18])=[O:15]. The catalyst is C(Cl)(Cl)Cl. The product is [C:17]([O:16][C:14](=[O:15])[NH:1][CH:2]([C:6]1[CH:11]=[CH:10][C:9]([F:12])=[C:8]([F:13])[CH:7]=1)[CH:3]([OH:5])[CH3:4])([CH3:20])([CH3:19])[CH3:18]. The yield is 0.910. (4) The reactants are [F:1][C:2]1[CH:7]=[CH:6][C:5]([C:8]2[C:9]([C:19]3[CH:24]=[CH:23][CH:22]=[C:21]([CH3:25])[N:20]=3)=[N:10][N:11]3[CH:16]=[C:15]([CH2:17][OH:18])[CH:14]=[CH:13][C:12]=23)=[CH:4][CH:3]=1.Br[CH2:27][CH2:28][CH2:29]Cl.C(=O)([O-])[O-].[Cs+].[Cs+]. The catalyst is CN(C=O)C.CCOC(C)=O.O. The product is [CH2:29]([O:18][CH2:17][C:15]1[CH:14]=[CH:13][C:12]2[N:11]([N:10]=[C:9]([C:19]3[CH:24]=[CH:23][CH:22]=[C:21]([CH3:25])[N:20]=3)[C:8]=2[C:5]2[CH:4]=[CH:3][C:2]([F:1])=[CH:7][CH:6]=2)[CH:16]=1)[CH:28]=[CH2:27]. The yield is 0.270. (5) The catalyst is O1CCCC1. The reactants are C1(P(C2C=CC=CC=2)C2C=CC=CC=2)C=CC=CC=1.[CH3:20][CH:21]([CH3:41])[CH2:22][CH:23]([C:25]1[CH:30]=[CH:29][C:28]([C:31]2[CH:36]=[CH:35][C:34]([C:37]([F:40])([F:39])[F:38])=[CH:33][CH:32]=2)=[CH:27][CH:26]=1)[OH:24].O[C:43]1[CH:52]=[CH:51][C:46]([C:47]([O:49][CH3:50])=[O:48])=[CH:45][N:44]=1.N(C(OC(C)C)=O)=NC(OC(C)C)=O. The product is [CH3:20][CH:21]([CH3:41])[CH2:22][CH:23]([C:25]1[CH:30]=[CH:29][C:28]([C:31]2[CH:36]=[CH:35][C:34]([C:37]([F:38])([F:39])[F:40])=[CH:33][CH:32]=2)=[CH:27][CH:26]=1)[O:24][C:43]1[CH:52]=[CH:51][C:46]([C:47]([O:49][CH3:50])=[O:48])=[CH:45][N:44]=1. The yield is 0.360. (6) The reactants are C1CC[CH:4]([N:7]=[C:8]=NC2CCCCC2)CC1.Br[CH2:17]/[CH:18]=[CH:19]/[C:20]([OH:22])=O.[C:23]([C:25]1[CH:26]=[C:27]([NH:31][C:32]2[C:33]3[CH:41]=[C:40]([NH2:42])[N:39]=[CH:38][C:34]=3[N:35]=[CH:36][N:37]=2)[CH:28]=[CH:29][CH:30]=1)#[CH:24].C(N(C(C)C)CC)(C)C.CNC.C(=O)([O-])[O-].[Na+].[Na+]. The catalyst is C1COCC1.CC(N(C)C)=O. The product is [CH3:4][N:7]([CH3:8])[CH2:17]/[CH:18]=[CH:19]/[C:20]([NH:42][C:40]1[N:39]=[CH:38][C:34]2[N:35]=[CH:36][N:37]=[C:32]([NH:31][C:27]3[CH:28]=[CH:29][CH:30]=[C:25]([C:23]#[CH:24])[CH:26]=3)[C:33]=2[CH:41]=1)=[O:22]. The yield is 0.510. (7) The reactants are [Br:1][C:2]1[C:3]([NH:15][CH:16]2[CH2:21][CH2:20][N:19]([CH3:22])[CH2:18][CH2:17]2)=[CH:4][C:5]([NH:8]C(=O)C(C)(C)C)=[N:6][CH:7]=1.Cl. No catalyst specified. The product is [Br:1][C:2]1[C:3]([NH:15][CH:16]2[CH2:21][CH2:20][N:19]([CH3:22])[CH2:18][CH2:17]2)=[CH:4][C:5]([NH2:8])=[N:6][CH:7]=1. The yield is 1.00. (8) The reactants are [F:1][CH:2]([F:35])[C:3]1[CH:12]=[C:11]2[C:6]([CH2:7][CH2:8][CH2:9][N:10]2[C:13]2[C:17]3[CH2:18][N:19]([C:22]([O:24][C:25]([CH3:28])([CH3:27])[CH3:26])=[O:23])[CH2:20][CH2:21][C:16]=3[NH:15][N:14]=2)=[CH:5][C:4]=1[C:29]1[CH:30]=[N:31][N:32]([CH3:34])[CH:33]=1.S(NN=[C:48]1[CH2:53][CH2:52][N:51]([C:54]([O:56][CH2:57][C:58]2[CH:63]=[CH:62][CH:61]=[CH:60][CH:59]=2)=[O:55])[CH2:50][CH2:49]1)(C1C=CC(C)=CC=1)(=O)=O.C([O-])([O-])=O.[Cs+].[Cs+]. The catalyst is O1CCOCC1.C/C(/O)=C/C(C)=O.C/C(/O)=C/C(C)=O.[Cu]. The product is [CH2:57]([O:56][C:54]([N:51]1[CH2:52][CH2:53][CH:48]([N:15]2[C:16]3[CH2:21][CH2:20][N:19]([C:22]([O:24][C:25]([CH3:26])([CH3:27])[CH3:28])=[O:23])[CH2:18][C:17]=3[C:13]([N:10]3[C:11]4[C:6](=[CH:5][C:4]([C:29]5[CH:30]=[N:31][N:32]([CH3:34])[CH:33]=5)=[C:3]([CH:2]([F:1])[F:35])[CH:12]=4)[CH2:7][CH2:8][CH2:9]3)=[N:14]2)[CH2:49][CH2:50]1)=[O:55])[C:58]1[CH:59]=[CH:60][CH:61]=[CH:62][CH:63]=1. The yield is 0.650.